Predict the reactants needed to synthesize the given product. From a dataset of Full USPTO retrosynthesis dataset with 1.9M reactions from patents (1976-2016). Given the product [Br:1][C:2]1[S:6][C:5]([CH3:7])=[N:4][C:3]=1[C:9]1[CH:14]=[CH:13][C:12]([O:15][CH3:16])=[CH:11][CH:10]=1, predict the reactants needed to synthesize it. The reactants are: [Br:1][C:2]1[S:6][C:5]([CH2:7]Br)=[N:4][C:3]=1[C:9]1[CH:14]=[CH:13][C:12]([O:15][CH3:16])=[CH:11][CH:10]=1.C1C(=O)N(Br)C(=O)C1.CC(N=NC(C#N)(C)C)(C#N)C.